This data is from Forward reaction prediction with 1.9M reactions from USPTO patents (1976-2016). The task is: Predict the product of the given reaction. (1) Given the reactants [NH2:1][N:2]1[CH:6]=[CH:5][CH:4]=[C:3]1[C:7]([NH2:9])=[O:8].C(N(CC)CC)C.[Cl:17][C:18]1[CH:19]=[CH:20][C:21]([F:27])=[C:22]([CH:26]=1)[C:23](Cl)=[O:24].CO.C(Cl)(Cl)Cl, predict the reaction product. The product is: [Cl:17][C:18]1[CH:19]=[CH:20][C:21]([F:27])=[C:22]([CH:26]=1)[C:23]([NH:1][N:2]1[CH:6]=[CH:5][CH:4]=[C:3]1[C:7]([NH2:9])=[O:8])=[O:24]. (2) The product is: [OH:43][CH2:42][CH2:41][CH2:40][O:39][C:38]1[CH:44]=[CH:45][C:35]([C:2]2[CH:7]=[CH:6][N:5]([CH2:8][CH2:9][C:10]([CH3:25])([S:21]([CH3:24])(=[O:23])=[O:22])[C:11]([NH:13][O:14][CH:15]3[CH2:20][CH2:19][CH2:18][CH2:17][O:16]3)=[O:12])[C:4](=[O:26])[CH:3]=2)=[CH:36][CH:37]=1. Given the reactants I[C:2]1[CH:7]=[CH:6][N:5]([CH2:8][CH2:9][C:10]([CH3:25])([S:21]([CH3:24])(=[O:23])=[O:22])[C:11]([NH:13][O:14][CH:15]2[CH2:20][CH2:19][CH2:18][CH2:17][O:16]2)=[O:12])[C:4](=[O:26])[CH:3]=1.CC1(C)C(C)(C)OB([C:35]2[CH:45]=[CH:44][C:38]([O:39][CH2:40][CH2:41][CH2:42][OH:43])=[CH:37][CH:36]=2)O1.C(=O)([O-])[O-].[K+].[K+].C(COC)OC, predict the reaction product. (3) Given the reactants [C:1]([C:3]1[C:11]2[C:6](=[C:7]([N+:13]([O-])=O)[CH:8]=[CH:9][C:10]=2[CH3:12])[NH:5][CH:4]=1)#[N:2], predict the reaction product. The product is: [NH2:13][C:7]1[CH:8]=[CH:9][C:10]([CH3:12])=[C:11]2[C:6]=1[NH:5][CH:4]=[C:3]2[C:1]#[N:2]. (4) The product is: [Cl:26][C:24]1[CH:25]=[C:20]2[NH:19][C:18]([O:17][C@H:16]3[C@H:12]4[O:11][CH2:10][C@@H:9]([OH:8])[C@H:13]4[O:14][CH2:15]3)=[N:39][C:21]2=[N:22][C:23]=1[C:27]1[S:28][C:29]2[CH:34]=[CH:33][N:32]=[C:31]([CH:35]3[CH2:37][CH2:36]3)[C:30]=2[N:38]=1. Given the reactants [Si]([O:8][C@H:9]1[CH:13]2[O:14][CH2:15][C@@H:16]([O:17][C:18]3[NH:19][C:20]4[C:21]([N:39]=3)=[N:22][C:23]([C:27]3[S:28][C:29]5[CH:34]=[CH:33][N:32]=[C:31]([CH:35]6[CH2:37][CH2:36]6)[C:30]=5[N:38]=3)=[C:24]([Cl:26])[CH:25]=4)[CH:12]2[O:11][CH2:10]1)(C(C)(C)C)(C)C.CCCC[N+](CCCC)(CCCC)CCCC.[F-], predict the reaction product. (5) Given the reactants C[O:2][C:3](=[O:23])[C:4]1[CH:9]=[CH:8][CH:7]=[C:6]([CH2:10][NH:11][S:12]([C:15]2[CH:20]=[CH:19][CH:18]=[C:17]([Cl:21])[C:16]=2[CH3:22])(=[O:14])=[O:13])[CH:5]=1.[OH-].[Li+], predict the reaction product. The product is: [Cl:21][C:17]1[C:16]([CH3:22])=[C:15]([S:12]([NH:11][CH2:10][C:6]2[CH:5]=[C:4]([CH:9]=[CH:8][CH:7]=2)[C:3]([OH:23])=[O:2])(=[O:14])=[O:13])[CH:20]=[CH:19][CH:18]=1. (6) Given the reactants Cl[C:2]1[N:7]=[CH:6][C:5]([S:8]([C:11]2[N:15]([C:16]3[CH:21]=[CH:20][C:19]([F:22])=[CH:18][C:17]=3[F:23])[N:14]=[C:13]([CH2:24][N:25]([CH3:33])[C:26](=[O:32])[O:27][C:28]([CH3:31])([CH3:30])[CH3:29])[CH:12]=2)(=[O:10])=[O:9])=[CH:4][CH:3]=1.[C:34](=O)([O-])[O-].[K+].[K+].CB(O)O, predict the reaction product. The product is: [CH3:34][C:2]1[N:7]=[CH:6][C:5]([S:8]([C:11]2[N:15]([C:16]3[CH:21]=[CH:20][C:19]([F:22])=[CH:18][C:17]=3[F:23])[N:14]=[C:13]([CH2:24][N:25]([CH3:33])[C:26](=[O:32])[O:27][C:28]([CH3:30])([CH3:29])[CH3:31])[CH:12]=2)(=[O:10])=[O:9])=[CH:4][CH:3]=1. (7) Given the reactants [CH2:1]([O:3][P:4]([NH:9][C@H:10]1[C@H:15]([CH3:16])[CH2:14][CH2:13][N:12](C(OCC2C=CC=CC=2)=O)[CH2:11]1)([O:6][CH2:7][CH3:8])=[O:5])[CH3:2].[H][H], predict the reaction product. The product is: [CH3:16][C@@H:15]1[CH2:14][CH2:13][NH:12][CH2:11][C@H:10]1[NH:9][P:4](=[O:5])([O:6][CH2:7][CH3:8])[O:3][CH2:1][CH3:2].